From a dataset of Peptide-MHC class II binding affinity with 134,281 pairs from IEDB. Regression. Given a peptide amino acid sequence and an MHC pseudo amino acid sequence, predict their binding affinity value. This is MHC class II binding data. (1) The peptide sequence is LENLVVLNAASVAGAHW. The MHC is DRB1_0301 with pseudo-sequence DRB1_0301. The binding affinity (normalized) is 0. (2) The peptide sequence is KFTQFAGKDLESIKG. The MHC is HLA-DQA10501-DQB10201 with pseudo-sequence HLA-DQA10501-DQB10201. The binding affinity (normalized) is 0.0398. (3) The peptide sequence is VRSGGHDYEGLSYRS. The MHC is DRB1_1101 with pseudo-sequence DRB1_1101. The binding affinity (normalized) is 0.316. (4) The peptide sequence is INEPTAAAITYGLDR. The MHC is HLA-DQA10102-DQB10602 with pseudo-sequence HLA-DQA10102-DQB10602. The binding affinity (normalized) is 0.725.